From a dataset of Full USPTO retrosynthesis dataset with 1.9M reactions from patents (1976-2016). Predict the reactants needed to synthesize the given product. Given the product [Si:12]([O:19][C@H:20]([CH2:29][O:30][Si:31]([C:34]([CH3:37])([CH3:36])[CH3:35])([CH3:32])[CH3:33])[C@@H:21]([NH:22][S@:23]([C:25]([CH3:26])([CH3:27])[CH3:28])=[O:24])[C:2]1[S:3][CH:4]=[CH:5][N:6]=1)([C:15]([CH3:18])([CH3:16])[CH3:17])([CH3:14])[CH3:13], predict the reactants needed to synthesize it. The reactants are: Br[C:2]1[S:3][CH:4]=[CH:5][N:6]=1.C([Li])CCC.[Si:12]([O:19][C@H:20]([CH2:29][O:30][Si:31]([C:34]([CH3:37])([CH3:36])[CH3:35])([CH3:33])[CH3:32])/[CH:21]=[N:22]/[S@:23]([C:25]([CH3:28])([CH3:27])[CH3:26])=[O:24])([C:15]([CH3:18])([CH3:17])[CH3:16])([CH3:14])[CH3:13].